From a dataset of Catalyst prediction with 721,799 reactions and 888 catalyst types from USPTO. Predict which catalyst facilitates the given reaction. (1) Product: [CH2:13]([O:12][C:10]([N:6]1[CH2:7][CH2:8][N:21]([CH2:22][CH2:23][CH2:24][CH2:25][OH:26])[C:3](=[O:20])[C@@H:4]1[CH3:5])=[O:11])[C:14]1[CH:15]=[CH:16][CH:17]=[CH:18][CH:19]=1. Reactant: CO[C:3](=[O:20])[C@@H:4]([N:6]([C:10]([O:12][CH2:13][C:14]1[CH:19]=[CH:18][CH:17]=[CH:16][CH:15]=1)=[O:11])[CH2:7][CH:8]=O)[CH3:5].[NH2:21][CH2:22][CH2:23][CH2:24][CH2:25][OH:26].C(O)(=O)C.C(O[BH-](OC(=O)C)OC(=O)C)(=O)C.[Na+].C(N(CC)CC)C. The catalyst class is: 4. (2) Reactant: [CH2:1](N(CC)CC)C.Cl.[Br:9][C:10]1[C:18]2[C:13](=[CH:14][CH:15]=[C:16]([C:19](=[NH:23])OCC)[CH:17]=2)[NH:12][N:11]=1.C[NH:25][NH:26][C:27]([C@@H:29]1[CH2:34][CH2:33][CH2:32][N:31]([C:35]([O:37][C:38]([CH3:41])([CH3:40])[CH3:39])=[O:36])[CH2:30]1)=O. Product: [Br:9][C:10]1[C:18]2[C:13](=[CH:14][CH:15]=[C:16]([C:19]3[N:23]=[C:27]([C@@H:29]4[CH2:34][CH2:33][CH2:32][N:31]([C:35]([O:37][C:38]([CH3:41])([CH3:40])[CH3:39])=[O:36])[CH2:30]4)[N:26]([CH3:1])[N:25]=3)[CH:17]=2)[NH:12][N:11]=1. The catalyst class is: 14.